This data is from NCI-60 drug combinations with 297,098 pairs across 59 cell lines. The task is: Regression. Given two drug SMILES strings and cell line genomic features, predict the synergy score measuring deviation from expected non-interaction effect. Drug 1: CN1C(=O)N2C=NC(=C2N=N1)C(=O)N. Drug 2: C1C(C(OC1N2C=NC(=NC2=O)N)CO)O. Cell line: UACC62. Synergy scores: CSS=5.92, Synergy_ZIP=1.36, Synergy_Bliss=5.65, Synergy_Loewe=-1.17, Synergy_HSA=1.41.